Predict the product of the given reaction. From a dataset of Forward reaction prediction with 1.9M reactions from USPTO patents (1976-2016). (1) The product is: [CH3:31][CH:28]1[CH2:29][CH2:30][CH:25]([N:22]2[CH2:23][CH2:24][N:19]([C:16]3[CH:17]=[CH:18][C:13]([C:11]4[S:12][C:8]([C:5]5[CH:6]=[CH:7][C:2]([C:32]([O:34][CH2:35][CH3:36])=[O:33])=[CH:3][CH:4]=5)=[N:9][N:10]=4)=[CH:14][CH:15]=3)[CH2:20][CH2:21]2)[CH2:26][CH2:27]1. Given the reactants I[C:2]1[CH:7]=[CH:6][C:5]([C:8]2[S:12][C:11]([C:13]3[CH:18]=[CH:17][C:16]([N:19]4[CH2:24][CH2:23][N:22]([CH:25]5[CH2:30][CH2:29][CH:28]([CH3:31])[CH2:27][CH2:26]5)[CH2:21][CH2:20]4)=[CH:15][CH:14]=3)=[N:10][N:9]=2)=[CH:4][CH:3]=1.[CH:32]([O:34][CH2:35][CH3:36])=[O:33].C(O)C.[O-]CC.[Na+].C(OC(C)C)(C)C, predict the reaction product. (2) Given the reactants [C:1]([C:3]1[C:4]([N:16]2[CH2:21][CH2:20][CH:19]([C:22]([OH:24])=O)[CH2:18][CH2:17]2)=[N:5][C:6]([CH3:15])=[C:7]([C:9]([O:11][CH:12]([CH3:14])[CH3:13])=[O:10])[CH:8]=1)#[N:2].[F:25][C:26]1[CH:31]=[CH:30][C:29]([CH2:32][S:33]([NH2:36])(=[O:35])=[O:34])=[CH:28][CH:27]=1.C1C=CC2N(O)N=NC=2C=1.CCN=C=NCCCN(C)C.CCN(C(C)C)C(C)C.OS([O-])(=O)=O.[K+], predict the reaction product. The product is: [C:1]([C:3]1[C:4]([N:16]2[CH2:21][CH2:20][CH:19]([C:22]([NH:36][S:33]([CH2:32][C:29]3[CH:30]=[CH:31][C:26]([F:25])=[CH:27][CH:28]=3)(=[O:35])=[O:34])=[O:24])[CH2:18][CH2:17]2)=[N:5][C:6]([CH3:15])=[C:7]([CH:8]=1)[C:9]([O:11][CH:12]([CH3:13])[CH3:14])=[O:10])#[N:2]. (3) Given the reactants C[N:2]1[CH2:7][CH2:6][O:5][CH2:4][CH2:3]1.ClC(OCC(C)C)=O.[CH:16]1[CH:21]=CC(C(N)C(N)=O)=[CH:18][CH:17]=1.CC[N:29](CC)CC, predict the reaction product. The product is: [C:7]1([NH:2][CH2:3][C:4]([NH2:29])=[O:5])[CH:6]=[CH:18][CH:17]=[CH:16][CH:21]=1. (4) Given the reactants ClC1C=C(C=CC=1)C(OO)=[O:6].[CH2:12]([C:14]1[CH:15]=[C:16]([NH:23][C:24](=[O:28])[C:25]([CH3:27])=[CH2:26])[CH:17]=[CH:18][C:19]=1[N+:20]([O-:22])=[O:21])[CH3:13].C(C1C=C(C)C=C(C(C)(C)C)C=1O)(C)(C)C, predict the reaction product. The product is: [CH2:12]([C:14]1[CH:15]=[C:16]([NH:23][C:24]([C:25]2([CH3:27])[CH2:26][O:6]2)=[O:28])[CH:17]=[CH:18][C:19]=1[N+:20]([O-:22])=[O:21])[CH3:13]. (5) Given the reactants [F:1][C:2]1[CH:3]=[C:4]([C:8]2[CH:16]=[CH:15][C:11]([C:12]([OH:14])=O)=[CH:10][N:9]=2)[CH:5]=[CH:6][CH:7]=1.[F:17][C:18]1[CH:23]=[CH:22][C:21]([C:24]2[O:25][CH:26]=[C:27]([CH2:29][NH2:30])[N:28]=2)=[CH:20][CH:19]=1.CN(C(ON1N=NC2C=CC=CC1=2)=[N+](C)C)C.[B-](F)(F)(F)F.C(N(CC)CC)C, predict the reaction product. The product is: [F:1][C:2]1[CH:3]=[C:4]([C:8]2[CH:16]=[CH:15][C:11]([C:12]([NH:30][CH2:29][C:27]3[N:28]=[C:24]([C:21]4[CH:22]=[CH:23][C:18]([F:17])=[CH:19][CH:20]=4)[O:25][CH:26]=3)=[O:14])=[CH:10][N:9]=2)[CH:5]=[CH:6][CH:7]=1. (6) Given the reactants C(OC([N:8]1[CH2:12][CH2:11][C@H:10]([OH:13])[CH2:9]1)=O)(C)(C)C.C[Si](C)(C)[N-][Si](C)(C)C.[Na+].[CH:24]1([CH2:27]Br)[CH2:26][CH2:25]1.C(=O)([O-])O.[Na+].[ClH:34].O1CCOCC1, predict the reaction product. The product is: [ClH:34].[CH:24]1([CH2:27][O:13][C@H:10]2[CH2:11][CH2:12][NH:8][CH2:9]2)[CH2:26][CH2:25]1. (7) The product is: [Br:61][C:62]1[CH:67]=[CH:66][C:65]([C@:68]([NH:77][C@H:78]([C:84]([NH:23][C@H:22]([C:24]([NH2:26])=[O:25])[CH2:21][S:20][C:1]([C:8]2[CH:13]=[CH:12][CH:11]=[CH:10][CH:9]=2)([C:14]2[CH:15]=[CH:16][CH:17]=[CH:18][CH:19]=2)[C:2]2[CH:3]=[CH:4][CH:5]=[CH:6][CH:7]=2)=[O:85])[CH2:79][C:80]([F:83])([CH3:81])[CH3:82])([C:73]([F:76])([F:75])[F:74])[C:69]#[C:70][CH2:71][OH:72])=[CH:64][CH:63]=1. Given the reactants [C:1]([S:20][CH2:21][C@@H:22]([C:24]([NH2:26])=[O:25])[NH2:23])([C:14]1[CH:19]=[CH:18][CH:17]=[CH:16][CH:15]=1)([C:8]1[CH:13]=[CH:12][CH:11]=[CH:10][CH:9]=1)[C:2]1[CH:7]=[CH:6][CH:5]=[CH:4][CH:3]=1.CN(C(ON1N=NC2C=CC=NC1=2)=[N+](C)C)C.F[P-](F)(F)(F)(F)F.C1C=NC2N(O)N=NC=2C=1.[Br:61][C:62]1[CH:67]=[CH:66][C:65]([C@:68]([NH:77][C@H:78]([C:84](O)=[O:85])[CH2:79][C:80]([F:83])([CH3:82])[CH3:81])([C:73]([F:76])([F:75])[F:74])[C:69]#[C:70][CH2:71][OH:72])=[CH:64][CH:63]=1.CCN(CC)CC.C([O-])(O)=O.[Na+], predict the reaction product. (8) Given the reactants O=[C:2]([CH2:9][CH3:10])[CH2:3][C:4]([O:6][CH2:7][CH3:8])=[O:5].[CH3:11]OC(OC)N(C)C.S(O)(O)(=O)=O.[C:24]([S:27][CH3:28])(=[NH:26])[NH2:25], predict the reaction product. The product is: [CH2:9]([C:2]1[C:3]([C:4]([O:6][CH2:7][CH3:8])=[O:5])=[CH:11][N:25]=[C:24]([S:27][CH3:28])[N:26]=1)[CH3:10].